This data is from Forward reaction prediction with 1.9M reactions from USPTO patents (1976-2016). The task is: Predict the product of the given reaction. (1) The product is: [CH3:34][N:33]([CH3:35])[C:31]([CH2:30][NH:29][C:12]([C:10]1[CH:9]=[CH:8][C:7]2[N:3]([CH2:1][CH3:2])[C:4]([NH:15][C:16]3[S:17][C:18]4[CH:24]=[C:23]([C:25]([F:27])([F:26])[F:28])[CH:22]=[CH:21][C:19]=4[N:20]=3)=[N:5][C:6]=2[CH:11]=1)=[O:13])=[O:32]. Given the reactants [CH2:1]([N:3]1[C:7]2[CH:8]=[CH:9][C:10]([C:12](O)=[O:13])=[CH:11][C:6]=2[N:5]=[C:4]1[NH:15][C:16]1[S:17][C:18]2[CH:24]=[C:23]([C:25]([F:28])([F:27])[F:26])[CH:22]=[CH:21][C:19]=2[N:20]=1)[CH3:2].[NH2:29][CH2:30][C:31]([N:33]([CH3:35])[CH3:34])=[O:32].CN(C(ON1N=NC2C=CC=CC1=2)=[N+](C)C)C.F[P-](F)(F)(F)(F)F.CCN(C(C)C)C(C)C, predict the reaction product. (2) Given the reactants [Br:1][C:2]1[CH:3]=[C:4]([OH:9])[C:5]([Cl:8])=[N:6][CH:7]=1.IC.[C:12]([O-])([O-])=O.[K+].[K+], predict the reaction product. The product is: [Br:1][C:2]1[CH:3]=[C:4]([O:9][CH3:12])[C:5]([Cl:8])=[N:6][CH:7]=1. (3) Given the reactants C(=O)([O-])[O-].[Cs+].[Cs+].[Cl:7][C:8]1[CH:9]=[C:10]([CH:22]=[CH:23][C:24]=1[F:25])[C:11]([NH:13][C:14]1[CH:19]=[CH:18][C:17]([CH3:20])=[C:16]([OH:21])[CH:15]=1)=[O:12].[CH2:26]([O:28][C:29]([C:31]1[C:32]2[S:40][CH:39]=[C:38]([CH2:41]Br)[C:33]=2[C:34]([Cl:37])=[N:35][CH:36]=1)=[O:30])[CH3:27], predict the reaction product. The product is: [CH2:26]([O:28][C:29]([C:31]1[C:32]2[S:40][CH:39]=[C:38]([CH2:41][O:21][C:16]3[CH:15]=[C:14]([NH:13][C:11](=[O:12])[C:10]4[CH:22]=[CH:23][C:24]([F:25])=[C:8]([Cl:7])[CH:9]=4)[CH:19]=[CH:18][C:17]=3[CH3:20])[C:33]=2[C:34]([Cl:37])=[N:35][CH:36]=1)=[O:30])[CH3:27]. (4) The product is: [CH3:1][O:2][C:3]1[CH:4]=[CH:5][C:6]([CH2:9][CH2:10][CH2:11][CH:12]2[CH2:13][N:14]([CH2:21][C:22]3[CH:23]=[CH:24][C:25]([CH3:28])=[CH:26][CH:27]=3)[C:15](=[O:20])[N:16]2[CH2:17][CH2:18][CH3:19])=[CH:7][CH:8]=1. Given the reactants [CH3:1][O:2][C:3]1[CH:8]=[CH:7][C:6]([CH2:9][CH2:10][CH2:11][CH:12]2[N:16]([CH2:17][CH2:18][CH3:19])[C:15](=[O:20])[N:14]([CH2:21][C:22]3[CH:27]=[CH:26][C:25]([CH3:28])=[CH:24][CH:23]=3)[C:13]2=O)=[CH:5][CH:4]=1, predict the reaction product. (5) Given the reactants Br[C:2]1[CH:3]=[C:4]([CH:6]=[C:7]([C:9]([F:12])([F:11])[F:10])[CH:8]=1)[NH2:5].[CH3:13][C:14]1[NH:15][CH:16]=[CH:17][N:18]=1.N1C2C(=CC=CC=2O)C=CC=1.C(=O)([O-])[O-].[K+].[K+].N#N.[OH-].[NH4+], predict the reaction product. The product is: [CH3:13][C:14]1[N:15]([C:2]2[CH:3]=[C:4]([CH:6]=[C:7]([C:9]([F:12])([F:11])[F:10])[CH:8]=2)[NH2:5])[CH:16]=[CH:17][N:18]=1. (6) Given the reactants [NH2:1][C:2]1[CH:21]=[C:20]([O:22]C)[CH:19]=[CH:18][C:3]=1[C:4]([NH:6][C:7]1[CH:12]=[CH:11][C:10]([O:13][C:14]([F:17])([F:16])[F:15])=[CH:9][CH:8]=1)=[O:5].B(Br)(Br)Br, predict the reaction product. The product is: [NH2:1][C:2]1[CH:21]=[C:20]([OH:22])[CH:19]=[CH:18][C:3]=1[C:4]([NH:6][C:7]1[CH:12]=[CH:11][C:10]([O:13][C:14]([F:15])([F:16])[F:17])=[CH:9][CH:8]=1)=[O:5]. (7) Given the reactants [OH:1][CH2:2][C@H:3]([NH:14][C:15]([C:17]1[CH:18]=[C:19](I)[CH:20]=[C:21]2[C:26]=1[O:25][CH:24]([CH3:27])[CH:23]=[CH:22]2)=[O:16])[CH2:4][C:5]1[C:13]2[C:8](=[CH:9][CH:10]=[CH:11][CH:12]=2)[NH:7][CH:6]=1.[CH3:29][O:30][C:31]1[CH:32]=[C:33](B(O)O)[CH:34]=[C:35]([O:39][CH3:40])[C:36]=1[O:37][CH3:38].C(=O)([O-])[O-].[Na+].[Na+], predict the reaction product. The product is: [OH:1][CH2:2][C@H:3]([NH:14][C:15]([C:17]1[CH:18]=[C:19]([C:33]2[CH:34]=[C:35]([O:39][CH3:40])[C:36]([O:37][CH3:38])=[C:31]([O:30][CH3:29])[CH:32]=2)[CH:20]=[C:21]2[C:26]=1[O:25][CH:24]([CH3:27])[CH:23]=[CH:22]2)=[O:16])[CH2:4][C:5]1[C:13]2[C:8](=[CH:9][CH:10]=[CH:11][CH:12]=2)[NH:7][CH:6]=1. (8) Given the reactants C(=O)([O-])[O-].[Na+].[Na+].Br[C:8]1[CH:13]=[CH:12][C:11](/[CH:14]=[CH:15]/[C:16]([O:18][CH2:19][CH3:20])=[O:17])=[CH:10][CH:9]=1.[Cl:21][C:22]1[CH:27]=[CH:26][C:25](OB(O)O)=[CH:24][CH:23]=1, predict the reaction product. The product is: [Cl:21][C:22]1[CH:27]=[CH:26][C:25]([C:8]2[CH:13]=[CH:12][C:11](/[CH:14]=[CH:15]/[C:16]([O:18][CH2:19][CH3:20])=[O:17])=[CH:10][CH:9]=2)=[CH:24][CH:23]=1.